Dataset: Full USPTO retrosynthesis dataset with 1.9M reactions from patents (1976-2016). Task: Predict the reactants needed to synthesize the given product. Given the product [C:13]12([NH:23][CH2:1][C:3]3[CH:12]=[CH:11][C:6]([C:7]([O:9][CH3:10])=[O:8])=[CH:5][CH:4]=3)[CH2:20][CH:19]3[CH2:18][CH:17]([CH2:16][CH:15]([CH2:21]3)[CH2:14]1)[CH2:22]2, predict the reactants needed to synthesize it. The reactants are: [CH:1]([C:3]1[CH:12]=[CH:11][C:6]([C:7]([O:9][CH3:10])=[O:8])=[CH:5][CH:4]=1)=O.[C:13]12([NH2:23])[CH2:22][CH:17]3[CH2:18][CH:19]([CH2:21][CH:15]([CH2:16]3)[CH2:14]1)[CH2:20]2.CO.[BH4-].[Na+].